Task: Predict the reactants needed to synthesize the given product.. Dataset: Full USPTO retrosynthesis dataset with 1.9M reactions from patents (1976-2016) (1) Given the product [F:26][C:27]([F:32])([F:31])[C:28]([OH:30])=[O:29].[CH:17]1([C:13]2[CH:14]=[C:15]3[C:10](=[CH:11][C:12]=2[N:20]2[CH2:21][CH2:22][O:23][CH2:24][CH2:25]2)[CH2:9][NH:8][CH2:16]3)[CH2:19][CH2:18]1, predict the reactants needed to synthesize it. The reactants are: C(OC([N:8]1[CH2:16][C:15]2[C:10](=[CH:11][C:12]([N:20]3[CH2:25][CH2:24][O:23][CH2:22][CH2:21]3)=[C:13]([CH:17]3[CH2:19][CH2:18]3)[CH:14]=2)[CH2:9]1)=O)(C)(C)C.[F:26][C:27]([F:32])([F:31])[C:28]([OH:30])=[O:29]. (2) Given the product [C:42]([OH:44])([C:41]([F:46])([F:45])[F:40])=[O:43].[NH:1]1[C:9]2[C:4](=[C:5]([C:10]3[N:19]=[CH:18][C:17]4[N:16]([C:20]5[CH:28]=[CH:27][CH:26]=[C:25]6[C:21]=5[CH:22]=[CH:23][NH:24]6)[CH2:15][C@@H:14]5[CH2:36][O:37][CH2:38][CH2:39][N:13]5[C:12]=4[N:11]=3)[CH:6]=[CH:7][CH:8]=2)[CH:3]=[CH:2]1, predict the reactants needed to synthesize it. The reactants are: [NH:1]1[C:9]2[C:4](=[C:5]([C:10]3[N:19]=[CH:18][C:17]4[N:16]([C:20]5[CH:28]=[CH:27][CH:26]=[C:25]6[C:21]=5[CH:22]=[CH:23][N:24]6C(OC(C)(C)C)=O)[CH2:15][C@@H:14]5[CH2:36][O:37][CH2:38][CH2:39][N:13]5[C:12]=4[N:11]=3)[CH:6]=[CH:7][CH:8]=2)[CH:3]=[CH:2]1.[F:40][C:41]([F:46])([F:45])[C:42]([OH:44])=[O:43].